From a dataset of Full USPTO retrosynthesis dataset with 1.9M reactions from patents (1976-2016). Predict the reactants needed to synthesize the given product. (1) Given the product [F:2][C:3]1([F:10])[CH2:8][CH2:7][CH:6]([NH:9][C:18](=[O:25])[O:19][CH2:20][C:21]([Cl:24])([Cl:23])[Cl:22])[CH2:5][CH2:4]1, predict the reactants needed to synthesize it. The reactants are: Cl.[F:2][C:3]1([F:10])[CH2:8][CH2:7][CH:6]([NH2:9])[CH2:5][CH2:4]1.C(N(CC)CC)C.[C:18](Cl)(=[O:25])[O:19][CH2:20][C:21]([Cl:24])([Cl:23])[Cl:22]. (2) Given the product [F:24][C:25]1[CH:30]=[CH:29][C:28]([S:31]([NH:1][C:2]2[CH:7]=[N:6][CH:5]=[C:4]([C:8]3[S:12][C:11]([C:13]4[CH:14]=[C:15]5[C:19](=[CH:20][CH:21]=4)[C:18](=[O:22])[N:17]([CH3:23])[CH2:16]5)=[CH:10][CH:9]=3)[CH:3]=2)(=[O:33])=[O:32])=[C:27]([CH3:35])[CH:26]=1, predict the reactants needed to synthesize it. The reactants are: [NH2:1][C:2]1[CH:3]=[C:4]([C:8]2[S:12][C:11]([C:13]3[CH:14]=[C:15]4[C:19](=[CH:20][CH:21]=3)[C:18](=[O:22])[N:17]([CH3:23])[CH2:16]4)=[CH:10][CH:9]=2)[CH:5]=[N:6][CH:7]=1.[F:24][C:25]1[CH:30]=[CH:29][C:28]([S:31](Cl)(=[O:33])=[O:32])=[C:27]([CH3:35])[CH:26]=1. (3) Given the product [CH:2]1[CH:1]=[N:10][C:9]2[C:4]([N:3]=1)=[CH:5][C:6]1[CH:13]3[CH2:14][NH:15][CH2:16][CH:11]([C:7]=1[CH:8]=2)[CH2:12]3.[CH:18]([OH:19])([C:17]([OH:26])=[O:25])[CH:20]([OH:21])[C:22]([OH:24])=[O:23].[OH2:28].[OH:28][CH:29]1[O:48][C@H:47]([CH2:49][OH:50])[C@@H:34]([O:35][C@@H:36]2[O:44][C@H:43]([CH2:45][OH:46])[C@H:41]([OH:42])[C@H:39]([OH:40])[C@H:37]2[OH:38])[C@H:32]([OH:33])[C@H:30]1[OH:31], predict the reactants needed to synthesize it. The reactants are: [CH:1]1[CH:2]=[N:3][C:4]2[C:9]([N:10]=1)=[CH:8][C:7]1[CH:11]3[CH2:16][NH:15][CH2:14][CH:13]([C:6]=1[CH:5]=2)[CH2:12]3.[C:17]([OH:26])(=[O:25])[CH:18]([CH:20]([C:22]([OH:24])=[O:23])[OH:21])[OH:19].O.[OH:28][CH:29]1[O:48][C@H:47]([CH2:49][OH:50])[C@@H:34]([O:35][C@@H:36]2[O:44][C@H:43]([CH2:45][OH:46])[C@H:41]([OH:42])[C@H:39]([OH:40])[C@H:37]2[OH:38])[C@H:32]([OH:33])[C@H:30]1[OH:31].